Dataset: Forward reaction prediction with 1.9M reactions from USPTO patents (1976-2016). Task: Predict the product of the given reaction. (1) The product is: [CH:28]([S:22]([C:5]1[CH:6]=[C:7]2[C:11](=[CH:12][CH:13]=1)[NH:10][N:9]=[C:8]2[NH:14][C:15]1[S:16][CH:17]=[CH:18][N:19]=1)(=[O:24])=[O:21])([CH3:29])[CH3:27]. Given the reactants C(S[C:5]1[CH:6]=[C:7]2[C:11](=[CH:12][CH:13]=1)[NH:10][N:9]=[C:8]2[NH:14][C:15]1[S:16][CH:17]=[CH:18][N:19]=1)(C)C.O[O:21][S:22]([O-:24])=O.[K+].O1C[CH2:29][CH2:28][CH2:27]1, predict the reaction product. (2) Given the reactants Cl.Cl.[NH2:3][C:4]1[CH:5]=[CH:6][C:7]([N:11]2[CH2:16][CH2:15][CH2:14][C@@H:13]([C:17]([N:19]3[CH2:23][CH2:22][CH2:21][CH2:20]3)=[O:18])[CH2:12]2)=[N:8][C:9]=1[NH2:10].[CH:24]([C:26]1[N:31]=[C:30]([C:32]([O:34][CH3:35])=[O:33])[CH:29]=[CH:28][CH:27]=1)=O, predict the reaction product. The product is: [N:19]1([C:17]([C@@H:13]2[CH2:14][CH2:15][CH2:16][N:11]([C:7]3[N:8]=[C:9]4[NH:10][C:24]([C:26]5[N:31]=[C:30]([C:32]([O:34][CH3:35])=[O:33])[CH:29]=[CH:28][CH:27]=5)=[N:3][C:4]4=[CH:5][CH:6]=3)[CH2:12]2)=[O:18])[CH2:23][CH2:22][CH2:21][CH2:20]1. (3) Given the reactants [CH3:1][N:2]([CH2:33][CH2:34][C:35]([O:37]C(C)(C)C)=[O:36])[C:3](=[O:32])[C:4]1[CH:9]=[CH:8][C:7]([NH:10][CH:11]([C:16]2[CH:21]=[CH:20][C:19]([C:22]3[CH:27]=[CH:26][C:25]([C:28]([F:31])([F:30])[F:29])=[CH:24][CH:23]=3)=[CH:18][CH:17]=2)[CH2:12][CH:13]([CH3:15])[CH3:14])=[N:6][CH:5]=1.C(=O)=O.CO.FC(F)(F)C1C=CC(C2N=CC(NC(C3C=CC(C(NCCC(O)=O)=O)=CC=3)CCC)=CN=2)=CC=1.C(O)(C(F)(F)F)=O.C(Cl)Cl.[OH-].[Na+], predict the reaction product. The product is: [CH3:1][N:2]([CH2:33][CH2:34][C:35]([OH:37])=[O:36])[C:3](=[O:32])[C:4]1[CH:9]=[CH:8][C:7]([NH:10][CH:11]([C:16]2[CH:21]=[CH:20][C:19]([C:22]3[CH:23]=[CH:24][C:25]([C:28]([F:29])([F:30])[F:31])=[CH:26][CH:27]=3)=[CH:18][CH:17]=2)[CH2:12][CH:13]([CH3:15])[CH3:14])=[N:6][CH:5]=1. (4) Given the reactants [F:1][C:2]1[CH:3]=[CH:4][C:5]([NH:8][C:9](=[O:37])[C:10]2[CH:15]=[C:14]([C:16]([F:19])([F:18])[F:17])[CH:13]=[N:12][C:11]=2[NH:20][CH2:21][C:22]2[CH:27]=[CH:26][C:25](B3OC(C)(C)C(C)(C)O3)=[CH:24][CH:23]=2)=[N:6][CH:7]=1.Br[C:39]1[CH:40]=[C:41]2[C:47]([NH2:48])=[N:46][NH:45][C:42]2=[N:43][CH:44]=1.C(=O)(O)[O-].[Na+].O, predict the reaction product. The product is: [NH2:48][C:47]1[C:41]2[C:42](=[N:43][CH:44]=[C:39]([C:25]3[CH:26]=[CH:27][C:22]([CH2:21][NH:20][C:11]4[N:12]=[CH:13][C:14]([C:16]([F:18])([F:19])[F:17])=[CH:15][C:10]=4[C:9]([NH:8][C:5]4[CH:4]=[CH:3][C:2]([F:1])=[CH:7][N:6]=4)=[O:37])=[CH:23][CH:24]=3)[CH:40]=2)[NH:45][N:46]=1.